This data is from Kir2.1 potassium channel HTS with 301,493 compounds. The task is: Binary Classification. Given a drug SMILES string, predict its activity (active/inactive) in a high-throughput screening assay against a specified biological target. (1) The compound is Clc1c(CN(CCCn2ccnc2)C(=S)NC)c(F)ccc1. The result is 0 (inactive). (2) The result is 0 (inactive). The molecule is S(CC(=O)N1CCCc2c1cccc2)c1sc(NC(=O)c2ccc(cc2)C)nn1. (3) The drug is Clc1ccc(OCC(=O)Nc2c(N3CCOCC3)ccc(S(=O)(=O)N(CC)CC)c2)cc1. The result is 0 (inactive). (4) The compound is O=C1C(NC(=O)c2ccc(cc2)C)CCc2c1cccc2. The result is 0 (inactive). (5) The compound is N(c1n[nH]nc1c1ccccc1)c1ccccc1. The result is 0 (inactive).